This data is from Retrosynthesis with 50K atom-mapped reactions and 10 reaction types from USPTO. The task is: Predict the reactants needed to synthesize the given product. (1) Given the product COc1cccc(-c2ccc(CC3NCCc4cc(OC)c(OC)cc43)cc2)c1, predict the reactants needed to synthesize it. The reactants are: COc1cc2c(cc1OC)C(Cc1ccc(Br)cc1)NCC2.COc1cccc(B(O)O)c1. (2) Given the product Cc1cc2c3c(ccn2n1)CCC3CCNC(=O)C1CC1, predict the reactants needed to synthesize it. The reactants are: Cc1cc2c3c(ccn2n1)CCC3CCN.O=C(Cl)C1CC1. (3) Given the product COC(=O)c1cc(COc2ccc(N)cc2)co1, predict the reactants needed to synthesize it. The reactants are: COC(=O)c1cc(COc2ccc([N+](=O)[O-])cc2)co1. (4) Given the product COC(OC)c1cc(Oc2cccc(C#N)c2)ccc1[N+](=O)[O-], predict the reactants needed to synthesize it. The reactants are: COC(OC)c1cc(Cl)ccc1[N+](=O)[O-].N#Cc1cccc(O)c1. (5) Given the product O=C(c1cccs1)c1cnn2c(-c3cccc(-c4ccn(CC5CCC5)n4)c3)ccnc12, predict the reactants needed to synthesize it. The reactants are: BrCC1CCC1.O=C(c1cccs1)c1cnn2c(-c3cccc(-c4cc[nH]n4)c3)ccnc12. (6) The reactants are: COC(=O)C(CC1CC1)[C@@H]1c2ccccc2C[C@H]1NC(=O)c1cc2sc(Cl)c(Cl)c2[nH]1. Given the product O=C(N[C@@H]1Cc2ccccc2[C@H]1C(CC1CC1)C(=O)O)c1cc2sc(Cl)c(Cl)c2[nH]1, predict the reactants needed to synthesize it. (7) Given the product CCc1cc2c(N3CCN(C(=O)Cc4ccccc4)CC3)nc(SCC(=O)NC)nc2s1, predict the reactants needed to synthesize it. The reactants are: CCc1cc2c(N3CCN(C(=O)Cc4ccccc4)CC3)nc(Cl)nc2s1.CNC(=O)CS. (8) Given the product COCCCCCCN1CCC(=O)CC1, predict the reactants needed to synthesize it. The reactants are: COCCCCCCCl.O=C1CCNCC1. (9) Given the product CC1CN(c2ccc(C(F)(F)F)cn2)C(C)CN1, predict the reactants needed to synthesize it. The reactants are: CC1CN(c2ccc(C(F)(F)F)cn2)C(C)CN1C(=O)OC(C)(C)C. (10) Given the product COc1ccc(OCCOS(C)(=O)=O)c(CNc2cc(F)ccc2Oc2ccccc2)c1, predict the reactants needed to synthesize it. The reactants are: COc1ccc(OCCOS(C)(=O)=O)c(C=O)c1.Nc1cc(F)ccc1Oc1ccccc1.